This data is from Retrosynthesis with 50K atom-mapped reactions and 10 reaction types from USPTO. The task is: Predict the reactants needed to synthesize the given product. (1) Given the product COC(=O)C(=O)c1ccc(OCCCCOc2ccccc2)cc1, predict the reactants needed to synthesize it. The reactants are: BrCCCCOc1ccccc1.COC(=O)C(=O)c1ccc(O)cc1. (2) Given the product CC(C)(C)OC(=O)N1CCC(c2ncc(O)cn2)C(O)C1, predict the reactants needed to synthesize it. The reactants are: CC(C)(C)OC(=O)N1CCC(c2ncc(OCc3ccccc3)cn2)C(O)C1. (3) The reactants are: Cc1ccc(-c2ccccc2C(=O)O)cc1.O=C(NC[C@H]1NC[C@H]2C[C@H]21)c1cccc2occc12. Given the product Cc1ccc(-c2ccccc2C(=O)N2C[C@H]3C[C@H]3[C@H]2CNC(=O)c2cccc3occc23)cc1, predict the reactants needed to synthesize it.